Dataset: CYP2C9 inhibition data for predicting drug metabolism from PubChem BioAssay. Task: Regression/Classification. Given a drug SMILES string, predict its absorption, distribution, metabolism, or excretion properties. Task type varies by dataset: regression for continuous measurements (e.g., permeability, clearance, half-life) or binary classification for categorical outcomes (e.g., BBB penetration, CYP inhibition). Dataset: cyp2c9_veith. (1) The compound is O=C(Nc1ccnc(-c2cccnc2)n1)c1cccc(Cl)c1Cl. The result is 1 (inhibitor). (2) The compound is COC(=O)c1cc(-c2ccccc2)sc1NC(=O)CN1C(=O)c2ccccc2C1=O. The result is 1 (inhibitor). (3) The result is 1 (inhibitor). The molecule is O=C(CN(Cc1ccco1)C(=O)c1cccc(Cl)c1)Nc1c(Cl)cc(Cl)cc1Cl.